This data is from Reaction yield outcomes from USPTO patents with 853,638 reactions. The task is: Predict the reaction yield, written as a fraction of the theoretical maximum amount of product (1.0 means a 100% yield; for example, 0.34 means a 34% yield). (1) The reactants are [S:1]1[CH:5]=[CH:4][CH:3]=[C:2]1[CH2:6][OH:7].[Cl:8][C:9]1[CH:14]=[CH:13][CH:12]=[C:11](Cl)[N:10]=1. The catalyst is O1CCOCC1.CCCCCC.C(OCC)(=O)C. The product is [Cl:8][C:9]1[CH:14]=[CH:13][CH:12]=[C:11]([O:7][CH2:6][C:2]2[S:1][CH:5]=[CH:4][CH:3]=2)[N:10]=1. The yield is 0.930. (2) The reactants are [F:1][C:2]([F:23])([F:22])[CH2:3][NH:4][C:5]1[CH:6]=[N:7][CH:8]=[CH:9][C:10]=1[C:11]1[CH:16]=[CH:15][CH:14]=[CH:13][C:12]=1[O:17][C:18]([F:21])([F:20])[F:19].FC1C=CC=C(OC)C=1C1C=CN=CC=1N(CC(F)(F)F)[C:40](=[O:55])[C:41]1[CH:46]=[C:45]([C:47]([F:50])([F:49])[F:48])[CH:44]=[C:43]([S:51]([CH3:54])(=[O:53])=[O:52])[CH:42]=1. No catalyst specified. The product is [CH3:54][S:51]([C:43]1[CH:42]=[C:41]([CH:46]=[C:45]([C:47]([F:48])([F:49])[F:50])[CH:44]=1)[C:40]([N:4]([CH2:3][C:2]([F:1])([F:22])[F:23])[C:5]1[CH:6]=[N:7][CH:8]=[CH:9][C:10]=1[C:11]1[CH:16]=[CH:15][CH:14]=[CH:13][C:12]=1[O:17][C:18]([F:19])([F:20])[F:21])=[O:55])(=[O:53])=[O:52]. The yield is 0.200. (3) The reactants are Cl[C:2]1[N:7]=[C:6]([S:8][CH2:9][CH3:10])[C:5]([C:11]([NH:13][CH2:14][C:15]2[CH:20]=[CH:19][CH:18]=[C:17]([F:21])[CH:16]=2)=[O:12])=[C:4]([CH3:22])[CH:3]=1.[CH3:23][NH:24][CH:25]1[CH2:30][CH2:29][O:28][CH2:27][CH2:26]1.CCN(C(C)C)C(C)C. The catalyst is CN1C(=O)CCC1.[OH-].[Na+].O.CCOC(C)=O. The product is [CH2:9]([S:8][C:6]1[C:5]([C:11]([NH:13][CH2:14][C:15]2[CH:20]=[CH:19][CH:18]=[C:17]([F:21])[CH:16]=2)=[O:12])=[C:4]([CH3:22])[CH:3]=[C:2]([N:24]([CH3:23])[CH:25]2[CH2:30][CH2:29][O:28][CH2:27][CH2:26]2)[N:7]=1)[CH3:10]. The yield is 0.180. (4) The reactants are C1CO[C:8]2[CH:7]=[CH:6][C:5]([NH:11][C:12]3[C:17]([F:18])=[CH:16][N:15]=[C:14]([NH:19][C:20]4[CH:25]=[CH:24][CH:23]=[C:22](O)[CH:21]=4)[N:13]=3)=[CH:4][C:3]=2[O:2]1.ClC1N=C(NC2C=CC=C(O)C=2)C(F)=C[N:29]=1.N1C=CC=CC=1CN. No catalyst specified. The product is [F:18][C:17]1[C:12]([NH:11][C:5]2[CH:6]=[CH:7][CH:8]=[C:3]([OH:2])[CH:4]=2)=[N:13][C:14]([NH:19][CH2:20][C:25]2[CH:24]=[CH:23][CH:22]=[CH:21][N:29]=2)=[N:15][CH:16]=1. The yield is 0.620. (5) The reactants are [F:1][C:2]1[CH:3]=[C:4]2[C:9](=[CH:10][C:11]=1[F:12])[NH:8][C:7](=[O:13])[CH:6]=[N:5]2.[H-].[Na+].CS(O[CH2:21][CH2:22][N:23]1[CH2:28][CH2:27][CH:26]([NH:29][C:30]([O:32][C:33]([CH3:36])([CH3:35])[CH3:34])=[O:31])[CH2:25][CH2:24]1)(=O)=O.C(OC(=O)NC1CCN(CCN2C3C(=CC=C(OC)C=3)C=CC2=O)CC1)(C)(C)C. The catalyst is C1(C)C=CC=CC=1.C(OCC)(=O)C. The product is [C:33]([O:32][C:30](=[O:31])[NH:29][CH:26]1[CH2:27][CH2:28][N:23]([CH2:22][CH2:21][N:8]2[C:9]3[C:4](=[CH:3][C:2]([F:1])=[C:11]([F:12])[CH:10]=3)[N:5]=[CH:6][C:7]2=[O:13])[CH2:24][CH2:25]1)([CH3:36])([CH3:35])[CH3:34]. The yield is 0.230. (6) The reactants are [F:1][C:2]([C:5]1[CH:10]=[CH:9][CH:8]=[CH:7][N:6]=1)([F:4])[F:3].ClC1C=CC=C(C(OO)=[O:19])C=1.[OH-].[Na+]. The catalyst is ClCCl. The product is [F:1][C:2]([F:4])([F:3])[C:5]1[CH:10]=[CH:9][CH:8]=[CH:7][N+:6]=1[O-:19]. The yield is 0.470. (7) The reactants are [F:1][C:2]1[CH:7]=[CH:6][C:5]([N:8]2[C@H:11]([C:12]3[CH:17]=[CH:16][C:15]([OH:18])=[CH:14][CH:13]=3)[C@@H:10]([CH2:19][CH2:20][C:21]([C:23]3[CH:28]=[CH:27][C:26]([F:29])=[CH:25][CH:24]=3)=[O:22])[C:9]2=[O:30])=[CH:4][CH:3]=1.B1(C)OC(C2C=CC=CC=2)(C2C=CC=CC=2)[C@@H]2N1CCC2.C1(C)C=CC=CC=1. The catalyst is O1CCCC1. The product is [F:1][C:2]1[CH:3]=[CH:4][C:5]([N:8]2[C@H:11]([C:12]3[CH:13]=[CH:14][C:15]([OH:18])=[CH:16][CH:17]=3)[C@@H:10]([CH2:19][CH2:20][C@@H:21]([C:23]3[CH:24]=[CH:25][C:26]([F:29])=[CH:27][CH:28]=3)[OH:22])[C:9]2=[O:30])=[CH:6][CH:7]=1. The yield is 0.806. (8) The reactants are Br[C:2]1[CH:8]=[CH:7][CH:6]=[CH:5][C:3]=1[NH2:4].CCN(CC)CC.C1(C2C=CC=CC=2)C=CC=CC=1P(C1CCCCC1)C1CCCCC1.[B]1OC(C)(C)C(C)(C)O1.Br[C:51]1[CH:56]=[CH:55][CH:54]=[CH:53][N:52]=1. The catalyst is O1CCOCC1.C([O-])(=O)C.[Pd+2].C([O-])(=O)C.O. The product is [N:52]1[CH:53]=[CH:54][CH:55]=[CH:56][C:51]=1[C:2]1[CH:8]=[CH:7][CH:6]=[CH:5][C:3]=1[NH2:4]. The yield is 0.800. (9) The catalyst is CC(O)C.CCOC(C)=O. The product is [CH3:18][C:11]1([CH3:19])[CH2:10][C@H:9]([NH:8][C:6]2[C:5]([F:20])=[CH:4][N:3]=[C:2]([NH:21][C:22]3[CH:41]=[CH:40][C:25]([O:26][CH:27]4[CH2:28][CH2:29][NH:30][CH2:31][CH2:32]4)=[C:24]([C:42]([F:45])([F:43])[F:44])[CH:23]=3)[N:7]=2)[CH2:17][C@H:16]2[N:12]1[CH2:13][CH2:14][CH2:15]2. The reactants are Cl[C:2]1[N:7]=[C:6]([NH:8][C@@H:9]2[CH2:17][C@H:16]3[N:12]([CH2:13][CH2:14][CH2:15]3)[C:11]([CH3:19])([CH3:18])[CH2:10]2)[C:5]([F:20])=[CH:4][N:3]=1.[NH2:21][C:22]1[CH:41]=[CH:40][C:25]([O:26][CH:27]2[CH2:32][CH2:31][N:30](C(OC(C)(C)C)=O)[CH2:29][CH2:28]2)=[C:24]([C:42]([F:45])([F:44])[F:43])[CH:23]=1.CC1C=CC(S(O)(=O)=O)=CC=1. The yield is 0.360.